Dataset: Forward reaction prediction with 1.9M reactions from USPTO patents (1976-2016). Task: Predict the product of the given reaction. (1) Given the reactants [C:1](=O)([O-])[O-].[K+].[K+].[CH3:7][O:8][C:9](=[O:30])[C:10]1[CH:15]=[CH:14][C:13]([OH:16])=[C:12]([NH:17][S:18]([C:21]2[CH:26]=[C:25]([Cl:27])[CH:24]=[CH:23][C:22]=2[O:28][CH3:29])(=[O:20])=[O:19])[CH:11]=1.BrCBr, predict the reaction product. The product is: [CH3:7][O:8][C:9]([C:10]1[CH:15]=[CH:14][C:13]2[O:16][CH2:1][N:17]([S:18]([C:21]3[CH:26]=[C:25]([Cl:27])[CH:24]=[CH:23][C:22]=3[O:28][CH3:29])(=[O:19])=[O:20])[C:12]=2[CH:11]=1)=[O:30]. (2) Given the reactants Br[C:2]1[CH:3]=[C:4]([S:12]([NH:15][CH3:16])(=[O:14])=[O:13])[CH:5]=[C:6]([C:8]([F:11])([F:10])[F:9])[CH:7]=1.[CH2:17]([O:24][CH2:25][CH2:26][CH2:27][C:28]1[CH:33]=[C:32]([Sn](C)(C)C)[N:31]=[C:30]([C:38]#[N:39])[N:29]=1)[C:18]1[CH:23]=[CH:22][CH:21]=[CH:20][CH:19]=1, predict the reaction product. The product is: [CH2:17]([O:24][CH2:25][CH2:26][CH2:27][C:28]1[CH:33]=[C:32]([C:2]2[CH:7]=[C:6]([C:8]([F:11])([F:10])[F:9])[CH:5]=[C:4]([S:12](=[O:14])(=[O:13])[NH:15][CH3:16])[CH:3]=2)[N:31]=[C:30]([C:38]#[N:39])[N:29]=1)[C:18]1[CH:23]=[CH:22][CH:21]=[CH:20][CH:19]=1.